Dataset: Reaction yield outcomes from USPTO patents with 853,638 reactions. Task: Predict the reaction yield, written as a fraction of the theoretical maximum amount of product (1.0 means a 100% yield; for example, 0.34 means a 34% yield). (1) The reactants are [CH2:1]([N:8]1[C:12]2[CH:13]=[CH:14][C:15](Br)=[CH:16][C:11]=2[CH2:10][S:9]1(=[O:19])=[O:18])[C:2]1[CH:7]=[CH:6][CH:5]=[CH:4][CH:3]=1.CC(C1C=C(C(C)C)C(C2C=CC=CC=2P(C2CCCCC2)C2CCCCC2)=C(C(C)C)C=1)C.Br[Zn][CH2:56][C:57]([O:59][C:60]([CH3:63])([CH3:62])[CH3:61])=[O:58]. The catalyst is O1CCCC1.C1C=CC(/C=C/C(/C=C/C2C=CC=CC=2)=O)=CC=1.C1C=CC(/C=C/C(/C=C/C2C=CC=CC=2)=O)=CC=1.C1C=CC(/C=C/C(/C=C/C2C=CC=CC=2)=O)=CC=1.[Pd].[Pd]. The product is [CH2:1]([N:8]1[C:12]2[CH:13]=[CH:14][C:15]([CH2:56][C:57]([O:59][C:60]([CH3:63])([CH3:62])[CH3:61])=[O:58])=[CH:16][C:11]=2[CH2:10][S:9]1(=[O:19])=[O:18])[C:2]1[CH:7]=[CH:6][CH:5]=[CH:4][CH:3]=1. The yield is 0.560. (2) The reactants are [CH3:1][C:2]1([C:9]([OH:11])=[O:10])[CH2:7][CH2:6][CH2:5][CH2:4][C:3]1=[O:8].[CH3:12][N:13]([C:17]1[CH:22]=[CH:21][CH:20]=[CH:19][N:18]=1)[CH2:14][CH2:15]O.C(N(C(C)C)C(C)C)C. The catalyst is C(Cl)Cl.CCOC(C)=O. The product is [CH3:1][C:2]1([C:9]([O:11][CH2:15][CH2:14][N:13]([CH3:12])[C:17]2[CH:22]=[CH:21][CH:20]=[CH:19][N:18]=2)=[O:10])[CH2:7][CH2:6][CH2:5][CH2:4][C:3]1=[O:8]. The yield is 0.850. (3) No catalyst specified. The reactants are Cl[C:2]1[C:11]2[C:6](=[CH:7][C:8]([O:14][CH2:15][CH2:16][Cl:17])=[C:9]([O:12][CH3:13])[CH:10]=2)[N:5]=[CH:4][N:3]=1.[NH2:18][C:19]1[C:24]([Cl:25])=[CH:23][N:22]=[C:21]2[O:26][CH2:27][O:28][C:20]=12. The product is [Cl:17][CH2:16][CH2:15][O:14][C:8]1[CH:7]=[C:6]2[C:11]([C:2]([NH:18][C:19]3[C:24]([Cl:25])=[CH:23][N:22]=[C:21]4[O:26][CH2:27][O:28][C:20]=34)=[N:3][CH:4]=[N:5]2)=[CH:10][C:9]=1[O:12][CH3:13]. The yield is 0.920. (4) The reactants are [Br:1][C:2]1[CH:16]=[C:15](/[CH:17]=[CH:18]/[CH:19]([C:24]2[CH:29]=[C:28]([Cl:30])[C:27]([Cl:31])=[C:26]([Cl:32])[CH:25]=2)[C:20]([F:23])([F:22])[F:21])[CH:14]=[CH:13][C:3]=1[C:4]([NH:6][CH:7]1[CH2:12][CH2:11][NH:10][CH2:9][CH2:8]1)=[O:5].FC(F)(F)S(O[CH2:39][C:40]([F:43])([F:42])[F:41])(=O)=O. The catalyst is C1COCC1.CCOC(C)=O. The product is [Br:1][C:2]1[CH:16]=[C:15](/[CH:17]=[CH:18]/[CH:19]([C:24]2[CH:25]=[C:26]([Cl:32])[C:27]([Cl:31])=[C:28]([Cl:30])[CH:29]=2)[C:20]([F:23])([F:21])[F:22])[CH:14]=[CH:13][C:3]=1[C:4]([NH:6][CH:7]1[CH2:12][CH2:11][N:10]([CH2:39][C:40]([F:43])([F:42])[F:41])[CH2:9][CH2:8]1)=[O:5]. The yield is 0.440.